Dataset: Reaction yield outcomes from USPTO patents with 853,638 reactions. Task: Predict the reaction yield, written as a fraction of the theoretical maximum amount of product (1.0 means a 100% yield; for example, 0.34 means a 34% yield). (1) The reactants are [N:1]1[CH:6]=[CH:5][CH:4]=[CH:3][C:2]=1[CH2:7][CH2:8][NH2:9].[CH2:10]([O:12][C:13]1[CH:18]=[CH:17][C:16]([N:19]=[C:20]=[O:21])=[CH:15][CH:14]=1)[CH3:11]. No catalyst specified. The product is [CH2:10]([O:12][C:13]1[CH:18]=[CH:17][C:16]([NH:19][C:20]([NH:9][CH2:8][CH2:7][C:2]2[CH:3]=[CH:4][CH:5]=[CH:6][N:1]=2)=[O:21])=[CH:15][CH:14]=1)[CH3:11]. The yield is 0.950. (2) The reactants are [NH2:1][C:2]1[C:3]2[N:4]([C:8]([C@@H:26]3[CH2:30][CH2:29][CH2:28][NH:27]3)=[N:9][C:10]=2[C:11]2[CH:25]=[CH:24][C:14]([C:15]([NH:17][C:18]3[CH:23]=[CH:22][CH:21]=[CH:20][N:19]=3)=[O:16])=[CH:13][CH:12]=2)[CH:5]=[CH:6][N:7]=1.[CH3:31][O:32][CH2:33]/[CH:34]=[CH:35]/[C:36](O)=[O:37]. No catalyst specified. The product is [NH2:1][C:2]1[C:3]2[N:4]([C:8]([C@@H:26]3[CH2:30][CH2:29][CH2:28][N:27]3[C:36](=[O:37])/[CH:35]=[CH:34]/[CH2:33][O:32][CH3:31])=[N:9][C:10]=2[C:11]2[CH:25]=[CH:24][C:14]([C:15]([NH:17][C:18]3[CH:23]=[CH:22][CH:21]=[CH:20][N:19]=3)=[O:16])=[CH:13][CH:12]=2)[CH:5]=[CH:6][N:7]=1. The yield is 0.299. (3) The reactants are [N+:1]([C:4]1[CH:16]=[C:15]2[C:7](=[CH:8][C:9]3[C:14]2=[CH:13][CH:12]=[CH:11][CH:10]=3)[C:6](=[O:17])[C:5]=1[OH:18])([O-])=O.Cl[Sn]Cl.Cl.[OH-].[NH4+]. The catalyst is C(O)(=O)C. The product is [NH2:1][C:4]1[CH:16]=[C:15]2[C:7](=[CH:8][C:9]3[C:14]2=[CH:13][CH:12]=[CH:11][CH:10]=3)[C:6](=[O:17])[C:5]=1[OH:18]. The yield is 0.650. (4) The reactants are [Cl:1][C:2]1[CH:3]=[CH:4][C:5]([NH2:10])=[C:6](N)[C:7]=1[Cl:8].C(N=C=S)(C)C.[CH:17]1([N:23]=[C:24]=[N:25]C2CCCCC2)[CH2:22]CCC[CH2:18]1.C1(C)C=CC=CC=1. The catalyst is N1C=CC=CC=1. The product is [Cl:1][C:2]1[C:7]([Cl:8])=[CH:6][C:5]2[NH:10][C:24]([NH:23][CH:17]([CH3:22])[CH3:18])=[N:25][C:4]=2[CH:3]=1. The yield is 0.600. (5) The reactants are [Cl:1][C:2]1[C:3](F)=[CH:4][C:5]([F:28])=[C:6]([S:8]([N:11]([CH2:17][C:18]2[CH:23]=[CH:22][C:21]([O:24][CH3:25])=[CH:20][C:19]=2[O:26][CH3:27])[C:12]2[S:13][CH:14]=[N:15][N:16]=2)(=[O:10])=[O:9])[CH:7]=1.[N:30]1[CH:35]=[CH:34][C:33]([C:36]2[CH:37]=[C:38]([C:43]3[CH:48]=[CH:47][C:46]([C:49]([F:52])([F:51])[F:50])=[CH:45][CH:44]=3)[CH:39]=[CH:40][C:41]=2[OH:42])=[CH:32][N:31]=1. The product is [Cl:1][C:2]1[C:3]([O:42][C:41]2[CH:40]=[CH:39][C:38]([C:43]3[CH:44]=[CH:45][C:46]([C:49]([F:50])([F:51])[F:52])=[CH:47][CH:48]=3)=[CH:37][C:36]=2[C:33]2[CH:34]=[CH:35][N:30]=[N:31][CH:32]=2)=[CH:4][C:5]([F:28])=[C:6]([S:8]([N:11]([CH2:17][C:18]2[CH:23]=[CH:22][C:21]([O:24][CH3:25])=[CH:20][C:19]=2[O:26][CH3:27])[C:12]2[S:13][CH:14]=[N:15][N:16]=2)(=[O:9])=[O:10])[CH:7]=1. No catalyst specified. The yield is 0.740. (6) The reactants are C(Cl)(=O)C(Cl)=O.CS(C)=O.[Cl:11][C:12]1[CH:17]=[CH:16][C:15]([C:18]([CH3:29])([CH3:28])[CH2:19][C:20]([OH:27])([C:23]([F:26])([F:25])[F:24])[CH2:21][OH:22])=[C:14]([O:30][CH3:31])[CH:13]=1.C(N(CC)CC)C. The catalyst is ClCCl.O. The product is [Cl:11][C:12]1[CH:17]=[CH:16][C:15]([C:18]([CH3:29])([CH3:28])[CH2:19][C:20]([OH:27])([C:23]([F:26])([F:25])[F:24])[CH:21]=[O:22])=[C:14]([O:30][CH3:31])[CH:13]=1. The yield is 0.969. (7) The reactants are [OH:1][CH2:2][CH2:3][N:4]1[CH2:9][CH2:8][N:7]([C:10]2[C:19]3[C:14](=[CH:15][CH:16]=[C:17]([C:20]([OH:22])=O)[CH:18]=3)[N:13]=[C:12]([C:23]([F:26])([F:25])[F:24])[CH:11]=2)[CH2:6][CH2:5]1.F[P-](F)(F)(F)(F)F.C[N+](C)=C(N(C)C)ON1C2N=CC=CC=2N=N1.C(N(CC)C(C)C)(C)C.Cl.[NH2:61][C@@H:62]([C:64]1[C:69]([F:70])=[CH:68][C:67]([NH:71][S:72]([CH3:75])(=[O:74])=[O:73])=[C:66]([CH3:76])[CH:65]=1)[CH3:63].C([O-])(O)=O.[Na+]. The catalyst is CN(C)C1C=CN=CC=1.CN(C)C=O. The product is [F:70][C:69]1[CH:68]=[C:67]([NH:71][S:72]([CH3:75])(=[O:74])=[O:73])[C:66]([CH3:76])=[CH:65][C:64]=1[C@H:62]([NH:61][C:20]([C:17]1[CH:18]=[C:19]2[C:14](=[CH:15][CH:16]=1)[N:13]=[C:12]([C:23]([F:24])([F:25])[F:26])[CH:11]=[C:10]2[N:7]1[CH2:6][CH2:5][N:4]([CH2:3][CH2:2][OH:1])[CH2:9][CH2:8]1)=[O:22])[CH3:63]. The yield is 0.100. (8) The reactants are [F:1][C:2]1[CH:3]=[CH:4][C:5]([CH3:26])=[C:6]([C:8]2[CH:17]=[C:16]3[C:11]([CH:12]=[C:13]([NH:18][C:19]([CH:21]4[CH2:23][CH2:22]4)=[O:20])[N:14]=[CH:15]3)=[C:10]([CH2:24][OH:25])[N:9]=2)[CH:7]=1.CC(OI1(OC(C)=O)(OC(C)=O)OC(=O)C2C=CC=CC1=2)=O.C(Cl)Cl. The catalyst is C(OCC)(=O)C. The product is [F:1][C:2]1[CH:3]=[CH:4][C:5]([CH3:26])=[C:6]([C:8]2[CH:17]=[C:16]3[C:11]([CH:12]=[C:13]([NH:18][C:19]([CH:21]4[CH2:23][CH2:22]4)=[O:20])[N:14]=[CH:15]3)=[C:10]([CH:24]=[O:25])[N:9]=2)[CH:7]=1. The yield is 0.800.